From a dataset of Full USPTO retrosynthesis dataset with 1.9M reactions from patents (1976-2016). Predict the reactants needed to synthesize the given product. (1) Given the product [CH3:45][C:3]1([CH3:46])[C:2](=[O:1])[CH2:7][CH2:6][CH:5]([O:8][C:9]2[CH:14]=[CH:13][C:12]([N:15]3[C:20](=[O:21])[C:19]([CH2:22][C:23]4[CH:28]=[CH:27][C:26]([C:29]5[CH:34]=[CH:33][CH:32]=[CH:31][C:30]=5[C:35]5[NH:39][C:38](=[O:40])[O:37][N:36]=5)=[CH:25][CH:24]=4)=[C:18]([CH2:41][CH2:42][CH3:43])[N:17]=[C:16]3[CH3:44])=[CH:11][CH:10]=2)[CH2:4]1, predict the reactants needed to synthesize it. The reactants are: [OH:1][CH:2]1[CH2:7][CH2:6][CH:5]([O:8][C:9]2[CH:14]=[CH:13][C:12]([N:15]3[C:20](=[O:21])[C:19]([CH2:22][C:23]4[CH:28]=[CH:27][C:26]([C:29]5[CH:34]=[CH:33][CH:32]=[CH:31][C:30]=5[C:35]5[NH:39][C:38](=[O:40])[O:37][N:36]=5)=[CH:25][CH:24]=4)=[C:18]([CH2:41][CH2:42][CH3:43])[N:17]=[C:16]3[CH3:44])=[CH:11][CH:10]=2)[CH2:4][C:3]1([CH3:46])[CH3:45].CC(OI1(OC(C)=O)(OC(C)=O)OC(=O)C2C1=CC=CC=2)=O.C(OCC)(=O)C.S([O-])([O-])(=O)=S.[Na+].[Na+]. (2) Given the product [CH3:1][O:2][C:3]([C:5]1[N:6]([CH2:23][C:24]2[CH:25]=[CH:26][C:27]([O:30][CH2:31][O:32][CH2:33][CH2:34][O:35][CH3:36])=[CH:28][CH:29]=2)[C:7](=[O:22])[C:8]2[C:13]([C:14]=1[C:15]1[CH:16]=[CH:17][CH:18]=[CH:19][CH:20]=1)=[CH:12][C:11]([Br:21])=[CH:10][CH:9]=2)=[O:4], predict the reactants needed to synthesize it. The reactants are: [CH3:1][O:2][C:3]([C:5]1[N:6]([CH2:23][C:24]2[CH:29]=[CH:28][C:27]([OH:30])=[CH:26][CH:25]=2)[C:7](=[O:22])[C:8]2[C:13]([C:14]=1[C:15]1[CH:20]=[CH:19][CH:18]=[CH:17][CH:16]=1)=[CH:12][C:11]([Br:21])=[CH:10][CH:9]=2)=[O:4].[CH3:31][O:32][CH2:33][CH2:34][O:35][CH2:36]Cl.